From a dataset of Full USPTO retrosynthesis dataset with 1.9M reactions from patents (1976-2016). Predict the reactants needed to synthesize the given product. (1) The reactants are: [C:1]([O:5][C:6]([N:8]1[CH2:13][CH2:12][N:11]([C:14]2[CH:19]=[CH:18][C:17]([NH2:20])=[C:16]([CH3:21])[CH:15]=2)[CH2:10][CH2:9]1)=[O:7])([CH3:4])([CH3:3])[CH3:2].[CH3:22][O:23][C:24]1[CH:29]=[CH:28][C:27]([CH3:30])=[CH:26][C:25]=1[N:31]=[C:32]=[O:33].CO. Given the product [C:1]([O:5][C:6]([N:8]1[CH2:13][CH2:12][N:11]([C:14]2[CH:19]=[CH:18][C:17]([NH:20][C:32]([NH:31][C:25]3[CH:26]=[C:27]([CH3:30])[CH:28]=[CH:29][C:24]=3[O:23][CH3:22])=[O:33])=[C:16]([CH3:21])[CH:15]=2)[CH2:10][CH2:9]1)=[O:7])([CH3:4])([CH3:3])[CH3:2], predict the reactants needed to synthesize it. (2) Given the product [CH:34]12[CH2:39][CH2:38][CH:37]([CH2:40][CH2:41]1)[CH2:36][CH:35]2[N:42]1[CH2:43][CH2:44][N:45]([C:27](=[O:28])[CH2:26][C:11]2[NH:12][C:13]([CH2:19][CH2:20][C:21]3[S:22][CH:23]=[CH:24][N:25]=3)=[C:14]([C:15]([O:17][CH3:18])=[O:16])[CH:9]([C:3]3[C:2]([Cl:1])=[CH:7][CH:6]=[CH:5][C:4]=3[Cl:8])[C:10]=2[C:30]([O:32][CH3:33])=[O:31])[CH2:46][CH2:47]1, predict the reactants needed to synthesize it. The reactants are: [Cl:1][C:2]1[CH:7]=[CH:6][CH:5]=[C:4]([Cl:8])[C:3]=1[CH:9]1[C:14]([C:15]([O:17][CH3:18])=[O:16])=[C:13]([CH2:19][CH2:20][C:21]2[S:22][CH:23]=[CH:24][N:25]=2)[NH:12][C:11]([CH2:26][C:27](O)=[O:28])=[C:10]1[C:30]([O:32][CH3:33])=[O:31].[CH:34]12[CH2:41][CH2:40][CH:37]([CH2:38][CH2:39]1)[CH2:36][CH:35]2[N:42]1[CH2:47][CH2:46][NH:45][CH2:44][CH2:43]1. (3) Given the product [ClH:29].[F:28][CH:2]([F:1])[C:3]1[C:4]([CH2:19][NH:20][C:21]([C@@H:8]2[CH2:3][C@@H:2]([F:1])[C@H:34]([CH3:35])[NH:7]2)=[O:22])=[CH:5][C:6]([C:9]2[CH:10]=[N:11][C:12]([C:15]([F:18])([F:17])[F:16])=[N:13][CH:14]=2)=[N:7][CH:8]=1, predict the reactants needed to synthesize it. The reactants are: [F:1][CH:2]([F:28])[C:3]1[C:4]([CH2:19][NH:20][C:21](=O)[O:22]C(C)(C)C)=[CH:5][C:6]([C:9]2[CH:10]=[N:11][C:12]([C:15]([F:18])([F:17])[F:16])=[N:13][CH:14]=2)=[N:7][CH:8]=1.[ClH:29].O1[CH2:35][CH2:34]OCC1. (4) Given the product [Na+:28].[OH:9][CH:6]1[CH:7]([OH:8])[CH:2]([OH:1])[CH:3]([CH2:16][CH2:17][CH2:18][OH:19])[O:4][CH:5]1[CH2:10][O:11][P:12](=[O:13])([OH:14])[O-:15], predict the reactants needed to synthesize it. The reactants are: [OH:1][CH:2]1[CH:7]([OH:8])[CH:6]([OH:9])[CH:5]([CH2:10][O:11][P:12]([OH:15])([OH:14])=[O:13])[O:4][CH:3]1[CH2:16][CH2:17][CH2:18][O:19]C(=O)CCCCC.[OH-].[Na+:28].C([O-])(=O)C.[Na+]. (5) The reactants are: [NH2:1][C:2]1[CH:7]=[C:6]([C:8]([CH3:11])([CH3:10])[CH3:9])[CH:5]=[CH:4][C:3]=1[NH:12][C:13](=O)[C:14]1[C:19]([CH2:20][O:21][Si](C(C)(C)C)(C)C)=[C:18]([Cl:29])[CH:17]=[CH:16][N:15]=1.[C:31](O)(=[O:33])[CH3:32]. Given the product [C:31]([O:21][CH2:20][C:19]1[C:14]([C:13]2[NH:1][C:2]3[CH:7]=[C:6]([C:8]([CH3:9])([CH3:11])[CH3:10])[CH:5]=[CH:4][C:3]=3[N:12]=2)=[N:15][CH:16]=[CH:17][C:18]=1[Cl:29])(=[O:33])[CH3:32], predict the reactants needed to synthesize it. (6) Given the product [CH2:2]([O:34][C:33](=[O:36])[C:13]([NH:14][CH:15]([C:24]1[CH:25]=[N:26][C:27]([O:30][CH3:31])=[CH:28][CH:29]=1)[C:16](=[O:23])[C:17]1[CH:18]=[N:19][CH:20]=[CH:21][CH:22]=1)=[O:32])[CH3:3], predict the reactants needed to synthesize it. The reactants are: F[C:2](F)(F)[C:3](O)=O.C(O[C:13](=[O:32])[NH:14][CH:15]([C:24]1[CH:25]=[N:26][C:27]([O:30][CH3:31])=[CH:28][CH:29]=1)[C:16](=[O:23])[C:17]1[CH:18]=[N:19][CH:20]=[CH:21][CH:22]=1)(C)(C)C.[C:33](=[O:36])([O-])[OH:34].[Na+].C(Cl)(Cl)Cl.